Dataset: Catalyst prediction with 721,799 reactions and 888 catalyst types from USPTO. Task: Predict which catalyst facilitates the given reaction. (1) Reactant: [Br:1][C:2]1[CH:7]=[CH:6][C:5]([CH:8]([C:10]2[CH:15]=[C:14]([O:16][Si](C(C)(C)C)(C)C)[CH:13]=[CH:12][C:11]=2[F:24])[OH:9])=[C:4]([Cl:25])[CH:3]=1.C(#N)C.C[N+]1([O-])CCOCC1. Product: [Br:1][C:2]1[CH:7]=[CH:6][C:5]([C:8]([C:10]2[CH:15]=[C:14]([OH:16])[CH:13]=[CH:12][C:11]=2[F:24])=[O:9])=[C:4]([Cl:25])[CH:3]=1. The catalyst class is: 2. (2) Reactant: C[O:2][C:3]([C:5]1[CH:14]=[C:13]2[C:8]([N:9]=[C:10]([NH:19][CH:20]([CH3:22])[CH3:21])[C:11]3[N:12]2[C:15](=[O:18])[NH:16][N:17]=3)=[CH:7][CH:6]=1)=O.[H-].[H-].[H-].[H-].[Li+].[Al+3]. Product: [OH:2][CH2:3][C:5]1[CH:14]=[C:13]2[C:8]([N:9]=[C:10]([NH:19][CH:20]([CH3:22])[CH3:21])[C:11]3[N:12]2[C:15](=[O:18])[NH:16][N:17]=3)=[CH:7][CH:6]=1. The catalyst class is: 1. (3) Reactant: [CH3:1][C:2]1[CH:10]=[CH:9][C:5]([C:6](O)=[O:7])=[CH:4][C:3]=1[B:11]1[O:15][C:14]([CH3:17])([CH3:16])[C:13]([CH3:19])([CH3:18])[O:12]1.CCN(C(C)C)C(C)C.CN(C(O[N:37]1[N:45]=NC2C=CC=[N:43][C:38]1=2)=[N+](C)C)C.F[P-](F)(F)(F)(F)F.NN1NC=[CH:56][S:55]1. Product: [CH3:1][C:2]1[CH:10]=[CH:9][C:5]([C:6]([NH:43][C:38]2[S:55][CH:56]=[N:45][N:37]=2)=[O:7])=[CH:4][C:3]=1[B:11]1[O:15][C:14]([CH3:17])([CH3:16])[C:13]([CH3:19])([CH3:18])[O:12]1. The catalyst class is: 3. (4) Reactant: [NH2:1][C:2]([C:4]1[CH:29]=[CH:28][C:7]([O:8][CH2:9][CH2:10][CH2:11][O:12][C:13]2[CH:14]=[C:15]3[C:19](=[CH:20][CH:21]=2)[C@H:18]([CH2:22][C:23]([O:25][CH2:26][CH3:27])=[O:24])[CH2:17][CH2:16]3)=[C:6]([CH2:30][CH2:31][CH3:32])[CH:5]=1)=[S:3].Br[CH:34]1[CH2:39][CH2:38][CH2:37][O:36][C:35]1=O. Product: [CH2:26]([O:25][C:23](=[O:24])[CH2:22][C@H:18]1[C:19]2[C:15](=[CH:14][C:13]([O:12][CH2:11][CH2:10][CH2:9][O:8][C:7]3[CH:28]=[CH:29][C:4]([C:2]4[S:3][C:34]5[CH2:39][CH2:38][CH2:37][O:36][C:35]=5[N:1]=4)=[CH:5][C:6]=3[CH2:30][CH2:31][CH3:32])=[CH:21][CH:20]=2)[CH2:16][CH2:17]1)[CH3:27]. The catalyst class is: 14. (5) Reactant: [C:1]([C:3]1[CH:4]=[C:5]2[C:10](=[CH:11][C:12]=1[O:13][C:14]1[CH:19]=[CH:18][C:17]([C:20](=[O:36])[NH:21][C:22]3[CH:27]=[CH:26][CH:25]=[C:24]([C:28]4[CH:33]=[CH:32][C:31]([CH3:34])=[C:30]([CH3:35])[CH:29]=4)[N:23]=3)=[CH:16][CH:15]=1)[O:9][CH2:8][CH2:7][CH:6]2[C:37]([O:39]C)=[O:38])#[N:2].O[Li].O.O.Cl. Product: [C:1]([C:3]1[CH:4]=[C:5]2[C:10](=[CH:11][C:12]=1[O:13][C:14]1[CH:19]=[CH:18][C:17]([C:20](=[O:36])[NH:21][C:22]3[CH:27]=[CH:26][CH:25]=[C:24]([C:28]4[CH:33]=[CH:32][C:31]([CH3:34])=[C:30]([CH3:35])[CH:29]=4)[N:23]=3)=[CH:16][CH:15]=1)[O:9][CH2:8][CH2:7][CH:6]2[C:37]([OH:39])=[O:38])#[N:2]. The catalyst class is: 1. (6) Reactant: [N:1]([CH2:4][CH2:5][CH2:6][C:7]1([C:30]2[CH:35]=[CH:34][CH:33]=[CH:32][CH:31]=2)[N:11]([C:12]2[S:13][C:14]3[CH2:15][N:16]([CH3:21])[CH2:17][CH2:18][C:19]=3[N:20]=2)[N:10]=[C:9]([C:22]2[CH:27]=[C:26]([F:28])[CH:25]=[CH:24][C:23]=2[F:29])[S:8]1)=[N+]=[N-]. Product: [F:29][C:23]1[CH:24]=[CH:25][C:26]([F:28])=[CH:27][C:22]=1[C:9]1[S:8][C:7]([CH2:6][CH2:5][CH2:4][NH2:1])([C:30]2[CH:35]=[CH:34][CH:33]=[CH:32][CH:31]=2)[N:11]([C:12]2[S:13][C:14]3[CH2:15][N:16]([CH3:21])[CH2:17][CH2:18][C:19]=3[N:20]=2)[N:10]=1. The catalyst class is: 19. (7) Reactant: Br[C:2]([Br:5])(Br)Br.[CH2:6]([O:13][CH2:14][CH2:15][CH2:16][CH2:17]CO)[C:7]1[CH:12]=[CH:11][CH:10]=[CH:9][CH:8]=1.C1(P(C2C=CC=CC=2)C2C=CC=CC=2)C=CC=CC=1. Product: [CH2:6]([O:13][CH2:14][CH2:15][CH2:16][CH2:17][CH2:2][Br:5])[C:7]1[CH:12]=[CH:11][CH:10]=[CH:9][CH:8]=1. The catalyst class is: 2.